Dataset: NCI-60 drug combinations with 297,098 pairs across 59 cell lines. Task: Regression. Given two drug SMILES strings and cell line genomic features, predict the synergy score measuring deviation from expected non-interaction effect. Drug 1: CC(C)CN1C=NC2=C1C3=CC=CC=C3N=C2N. Drug 2: CC12CCC3C(C1CCC2OP(=O)(O)O)CCC4=C3C=CC(=C4)OC(=O)N(CCCl)CCCl.[Na+]. Cell line: CAKI-1. Synergy scores: CSS=4.78, Synergy_ZIP=0.430, Synergy_Bliss=4.92, Synergy_Loewe=-0.292, Synergy_HSA=0.554.